The task is: Predict which catalyst facilitates the given reaction.. This data is from Catalyst prediction with 721,799 reactions and 888 catalyst types from USPTO. (1) Reactant: [C:1]([C:3]1[N:7]2[N:8]=[C:9]([C:12]3[CH:20]=[CH:19][C:15]([C:16]([OH:18])=O)=[CH:14][CH:13]=3)[CH:10]=[CH:11][C:6]2=[N:5][CH:4]=1)#[CH:2].C[N:22]1[CH2:27][CH2:26][O:25][CH2:24][CH2:23]1.CN(C(ON1N=NC2C=CC=NC1=2)=[N+](C)C)C.F[P-](F)(F)(F)(F)F.N1CCOCC1. Product: [C:1]([C:3]1[N:7]2[N:8]=[C:9]([C:12]3[CH:13]=[CH:14][C:15]([C:16]([N:22]4[CH2:27][CH2:26][O:25][CH2:24][CH2:23]4)=[O:18])=[CH:19][CH:20]=3)[CH:10]=[CH:11][C:6]2=[N:5][CH:4]=1)#[CH:2]. The catalyst class is: 31. (2) Reactant: [CH3:1][C:2]([CH3:5])([O-])[CH3:3].[K+].[PH5].C(=O)=[O:9].[CH:11](O)([CH3:13])[CH3:12].O1[CH2:19][CH2:18][CH2:17][CH:16]1[OH:20].O1C[CH2:24][CH2:23][CH2:22]1. Product: [CH3:1][C:2]([CH3:5])([C@@H:12]([O:20][CH2:16][C:17]1[CH:18]=[CH:19][CH:24]=[CH:23][CH:22]=1)[CH:11]=[CH2:13])[CH2:3][OH:9]. The catalyst class is: 629. (3) Reactant: CC([N:5]([C:9]1[CH:10]=[N:11][C:12]2[C:17]([C:18]=1[Br:19])=[CH:16][C:15]([O:20][CH3:21])=[CH:14][C:13]=2[F:22])C(=O)[O-])(C)C.FC(F)(F)C(O)=O. Product: [Br:19][C:18]1[C:17]2[C:12](=[C:13]([F:22])[CH:14]=[C:15]([O:20][CH3:21])[CH:16]=2)[N:11]=[CH:10][C:9]=1[NH2:5]. The catalyst class is: 4. (4) Reactant: Br[C:2]1[N:3]=[N:4][C:5]([C:10]([F:13])([F:12])[F:11])=[CH:6][C:7]=1[O:8][CH3:9].[C:14]([O:18][C:19]([N:21]1[CH2:26][CH2:25][CH:24]([NH2:27])[CH2:23][CH2:22]1)=[O:20])([CH3:17])([CH3:16])[CH3:15].C(=O)([O-])[O-].[Cs+].[Cs+].C1C=CC(P(C2C=CC3C(=CC=CC=3)C=2C2C3C(=CC=CC=3)C=CC=2P(C2C=CC=CC=2)C2C=CC=CC=2)C2C=CC=CC=2)=CC=1. Product: [C:14]([O:18][C:19]([N:21]1[CH2:26][CH2:25][CH:24]([NH:27][C:2]2[N:3]=[N:4][C:5]([C:10]([F:13])([F:12])[F:11])=[CH:6][C:7]=2[O:8][CH3:9])[CH2:23][CH2:22]1)=[O:20])([CH3:17])([CH3:15])[CH3:16]. The catalyst class is: 164. (5) Reactant: [CH3:1][O:2][C:3](=[O:28])[C:4]([NH:6][CH2:7][C:8]([C:10]1[C:18]2[C:13](=[C:14]([O:19][CH3:20])[CH:15]=[CH:16][CH:17]=2)[N:12]([CH2:21][CH:22]2[CH2:27][CH2:26][CH2:25][CH2:24][CH2:23]2)[CH:11]=1)=O)=O.P12(SP3(SP(SP(S3)(S1)=S)(=S)S2)=S)=[S:30]. Product: [CH3:1][O:2][C:3]([C:4]1[S:30][C:8]([C:10]2[C:18]3[C:13](=[C:14]([O:19][CH3:20])[CH:15]=[CH:16][CH:17]=3)[N:12]([CH2:21][CH:22]3[CH2:27][CH2:26][CH2:25][CH2:24][CH2:23]3)[CH:11]=2)=[CH:7][N:6]=1)=[O:28]. The catalyst class is: 22. (6) Reactant: FC(F)(F)C(O)=O.[Cl:8][C:9]1[CH:10]=[C:11]([CH:16]2[C:20]([C:23]3[CH:28]=[CH:27][C:26]([Cl:29])=[CH:25][C:24]=3[F:30])([C:21]#[N:22])[CH:19]([CH2:31][C:32]([CH3:35])([CH3:34])[CH3:33])[NH:18][CH:17]2[C:36]([OH:38])=O)[CH:12]=[CH:13][C:14]=1[F:15].[NH2:39][C:40]1[CH:49]=[CH:48][C:43]([C:44]([O:46][CH3:47])=[O:45])=[CH:42][CH:41]=1.CN(C(ON1N=NC2C=CC=NC1=2)=[N+](C)C)C.F[P-](F)(F)(F)(F)F.CCN(C(C)C)C(C)C. Product: [CH3:47][O:46][C:44](=[O:45])[C:43]1[CH:48]=[CH:49][C:40]([NH:39][C:36]([C@H:17]2[C@H:16]([C:11]3[CH:12]=[CH:13][C:14]([F:15])=[C:9]([Cl:8])[CH:10]=3)[C@:20]([C:23]3[CH:28]=[CH:27][C:26]([Cl:29])=[CH:25][C:24]=3[F:30])([C:21]#[N:22])[C@H:19]([CH2:31][C:32]([CH3:35])([CH3:33])[CH3:34])[NH:18]2)=[O:38])=[CH:41][CH:42]=1. The catalyst class is: 2. (7) Reactant: [CH3:1][N:2]1[C:6]2([CH2:11][CH2:10][N:9](C(OCC3C=CC=CC=3)=O)[CH2:8][CH2:7]2)[C:5](=[O:22])[NH:4][C:3]1=[O:23]. Product: [CH3:1][N:2]1[C:6]2([CH2:7][CH2:8][NH:9][CH2:10][CH2:11]2)[C:5](=[O:22])[NH:4][C:3]1=[O:23]. The catalyst class is: 29. (8) Product: [NH2:26][CH2:25][CH2:24][CH2:23][O:22][C:18]1[CH:17]=[C:16]([Cl:27])[C:15]([C:14]([NH:13][C:10]2[CH:11]=[CH:12][C:7]([CH2:6][C@H:5]([NH:29][C:30](=[O:49])[C:31]3[CH:36]=[CH:35][C:34]([C:37](=[O:47])[NH:38][CH2:39][C:40]4[CH:45]=[CH:44][CH:43]=[C:42]([OH:46])[CH:41]=4)=[CH:33][C:32]=3[Cl:48])[C:4]([OH:50])=[O:3])=[CH:8][CH:9]=2)=[O:28])=[C:20]([Cl:21])[CH:19]=1. The catalyst class is: 5. Reactant: Cl.C[O:3][C:4](=[O:50])[C@@H:5]([NH:29][C:30](=[O:49])[C:31]1[CH:36]=[CH:35][C:34]([C:37](=[O:47])[NH:38][CH2:39][C:40]2[CH:45]=[CH:44][CH:43]=[C:42]([OH:46])[CH:41]=2)=[CH:33][C:32]=1[Cl:48])[CH2:6][C:7]1[CH:12]=[CH:11][C:10]([NH:13][C:14](=[O:28])[C:15]2[C:20]([Cl:21])=[CH:19][C:18]([O:22][CH2:23][CH2:24][CH2:25][NH2:26])=[CH:17][C:16]=2[Cl:27])=[CH:9][CH:8]=1.[OH-].[Na+].Cl. (9) Reactant: [CH2:1]([O:3][C:4](=[O:24])[C:5]1[CH:10]=[CH:9][CH:8]=[C:7]([N:11]2[C:15]([CH3:16])=[CH:14][CH:13]=[C:12]2[C:17]2[CH:22]=[CH:21][CH:20]=[CH:19][C:18]=2[OH:23])[CH:6]=1)[CH3:2].C([O-])([O-])=O.[K+].[K+].[F:31][C:32]1[CH:39]=[CH:38][C:35]([CH2:36]Br)=[CH:34][CH:33]=1. Product: [CH2:1]([O:3][C:4](=[O:24])[C:5]1[CH:10]=[CH:9][CH:8]=[C:7]([N:11]2[C:15]([CH3:16])=[CH:14][CH:13]=[C:12]2[C:17]2[CH:22]=[CH:21][CH:20]=[CH:19][C:18]=2[O:23][CH2:36][C:35]2[CH:38]=[CH:39][C:32]([F:31])=[CH:33][CH:34]=2)[CH:6]=1)[CH3:2]. The catalyst class is: 3. (10) Reactant: [OH-:1].[Na+].BrBr.[C:5]([C@H:8]1[C@@H:12]2[C@@H:13]3[C@@:26]([CH3:29])([CH2:27][CH2:28][C@@:11]2([C:35]([O:37][CH2:38][C:39]2[CH:44]=[CH:43][CH:42]=[CH:41][CH:40]=2)=[O:36])[CH2:10][CH2:9]1)[C@@:25]1([CH3:30])[C@@H:16]([C@:17]2([CH3:34])[C@@H:22]([CH2:23][CH2:24]1)[C:21]([CH3:32])([CH3:31])[C@@H:20]([OH:33])[CH2:19][CH2:18]2)[CH2:15][CH2:14]3)(=[O:7])C.Cl. Product: [CH2:38]([O:37][C:35]([C@:11]12[CH2:10][CH2:9][C@@H:8]([C:5]([OH:7])=[O:1])[C@@H:12]1[C@@H:13]1[C@@:26]([CH3:29])([CH2:27][CH2:28]2)[C@@:25]2([CH3:30])[C@@H:16]([C@:17]3([CH3:34])[C@@H:22]([CH2:23][CH2:24]2)[C:21]([CH3:32])([CH3:31])[C@@H:20]([OH:33])[CH2:19][CH2:18]3)[CH2:15][CH2:14]1)=[O:36])[C:39]1[CH:44]=[CH:43][CH:42]=[CH:41][CH:40]=1. The catalyst class is: 127.